Predict which catalyst facilitates the given reaction. From a dataset of Catalyst prediction with 721,799 reactions and 888 catalyst types from USPTO. Reactant: [OH:1][C:2]1[C:3]([N+:24]([O-:26])=[O:25])=[C:4]([C:16]([C:18]2[CH:23]=[CH:22][CH:21]=[CH:20][CH:19]=2)=[O:17])[C:5]([C:10]2[N:14]=[C:13]([CH3:15])[O:12][N:11]=2)=[CH:6][C:7]=1[O:8]C.C(OCC)(=O)C.[Cl-].[Al+3].[Cl-].[Cl-].Cl. Product: [OH:1][C:2]1[C:3]([N+:24]([O-:26])=[O:25])=[C:4]([C:16]([C:18]2[CH:23]=[CH:22][CH:21]=[CH:20][CH:19]=2)=[O:17])[C:5]([C:10]2[N:14]=[C:13]([CH3:15])[O:12][N:11]=2)=[CH:6][C:7]=1[OH:8]. The catalyst class is: 17.